This data is from Forward reaction prediction with 1.9M reactions from USPTO patents (1976-2016). The task is: Predict the product of the given reaction. (1) Given the reactants [CH3:1][S:2]([NH2:5])(=[O:4])=[O:3].[H-].[Na+].[Cl:8][C:9]1[NH:14][C:13]([N:19]2[CH2:24][CH2:23][CH:22]([NH:25][C:26]([C:28]3[NH:29][C:30]([CH3:35])=[C:31]([Cl:34])[C:32]=3[Cl:33])=[O:27])[CH2:21][CH2:20]2)(C(OC)=O)[CH:12]=[CH:11][N:10]=1.CN([CH:39]=[O:40])C, predict the reaction product. The product is: [Cl:8][C:9]1[N:10]=[C:11]([C:39]([NH:5][S:2]([CH3:1])(=[O:4])=[O:3])=[O:40])[CH:12]=[C:13]([N:19]2[CH2:24][CH2:23][CH:22]([NH:25][C:26]([C:28]3[NH:29][C:30]([CH3:35])=[C:31]([Cl:34])[C:32]=3[Cl:33])=[O:27])[CH2:21][CH2:20]2)[N:14]=1. (2) Given the reactants [Br:1][C:2]1[C:11]2[C:6](=[CH:7][CH:8]=[CH:9][CH:10]=2)[N:5]=[C:4]([C:12]([NH:14][C@H:15]2[CH2:20][CH2:19][CH2:18][CH2:17][C@@H:16]2[OH:21])=[O:13])[CH:3]=1.ClC1C=CC=C(C(OO)=[O:30])C=1, predict the reaction product. The product is: [Br:1][C:2]1[C:11]2[C:6](=[CH:7][CH:8]=[CH:9][CH:10]=2)[N:5]=[C:4]([C:12]([NH:14][C@H:15]2[CH2:20][CH2:19][CH2:18][CH2:17][C@@H:16]2[OH:21])=[O:13])[CH:3]=1.[Br:1][C:2]1[CH:3]=[C:4]([C:12]([NH:14][C@H:15]2[CH2:20][CH2:19][CH2:18][CH2:17][C@@H:16]2[OH:21])=[O:13])[N+:5]([O-:30])=[C:6]2[C:11]=1[CH:10]=[CH:9][CH:8]=[CH:7]2.